This data is from Kinase inhibitor binding affinity data with 442 proteins and 68 drugs (Kd values). The task is: Regression. Given a target protein amino acid sequence and a drug SMILES string, predict the binding affinity score between them. We predict pKd (pKd = -log10(Kd in M); higher means stronger binding). Dataset: davis. The compound is CC12OC(CC1(O)CO)n1c3ccccc3c3c4c(c5c6ccccc6n2c5c31)CNC4=O. The target protein is PFCDPK1(Pfalciparum). The pKd is 8.2.